Predict which catalyst facilitates the given reaction. From a dataset of Catalyst prediction with 721,799 reactions and 888 catalyst types from USPTO. (1) Product: [C:19]([NH:16][C:8]([C:4]1[CH:5]=[CH:6][CH:7]=[C:2]([F:1])[CH:3]=1)([CH3:12])[CH3:13])([O:42][C:38]([CH3:41])([CH3:40])[CH3:39])=[O:28]. Reactant: [F:1][C:2]1[CH:3]=[C:4]([C:8]([CH3:13])([CH3:12])C(O)=O)[CH:5]=[CH:6][CH:7]=1.C([N:16]([CH2:19]C)CC)C.C1(P(N=[N+]=[N-])(C2C=CC=CC=2)=[O:28])C=CC=CC=1.[C:38]([OH:42])([CH3:41])([CH3:40])[CH3:39]. The catalyst class is: 11. (2) Reactant: C[O:2][C:3](=[O:32])[CH2:4][O:5][C:6]1[CH:15]=[CH:14][C:13]([F:16])=[C:12]2[C:7]=1[C:8]([O:28][CH:29]([F:31])[F:30])=[C:9]([CH2:19][C:20]1[CH:25]=[CH:24][C:23]([F:26])=[CH:22][C:21]=1[F:27])[C:10]([CH2:17][CH3:18])=[N:11]2.CO.O.[OH-].[Li+]. Product: [F:27][C:21]1[CH:22]=[C:23]([F:26])[CH:24]=[CH:25][C:20]=1[CH2:19][C:9]1[C:10]([CH2:17][CH3:18])=[N:11][C:12]2[C:7]([C:8]=1[O:28][CH:29]([F:30])[F:31])=[C:6]([O:5][CH2:4][C:3]([OH:32])=[O:2])[CH:15]=[CH:14][C:13]=2[F:16]. The catalyst class is: 15. (3) Reactant: P(=O)(O)(O)O.[CH2:6]([N:13]1[CH2:18][CH2:17][CH2:16][CH2:15][C:14]1=O)[C:7]1[CH:12]=[CH:11][CH:10]=[CH:9][CH:8]=1.[C:20]1([C:26]2[CH:27]=[C:28]3[C:32](=[C:33]([C:35]([NH2:37])=[O:36])[CH:34]=2)[NH:31][CH:30]=[CH:29]3)[CH:25]=[CH:24][CH:23]=[CH:22][CH:21]=1. Product: [C:20]1([C:26]2[CH:27]=[C:28]3[C:32](=[C:33]([C:35]([NH2:37])=[O:36])[CH:34]=2)[NH:31][CH:30]=[C:29]3[C:16]2[CH2:15][CH2:14][N:13]([CH2:6][C:7]3[CH:12]=[CH:11][CH:10]=[CH:9][CH:8]=3)[CH2:18][CH:17]=2)[CH:25]=[CH:24][CH:23]=[CH:22][CH:21]=1. The catalyst class is: 15. (4) Reactant: [NH:1]1[CH:5]=[CH:4][C:3]([C:6]2[CH:11]=[CH:10][C:9]([OH:12])=[CH:8][CH:7]=2)=[N:2]1.C(=O)([O-])[O-].[K+].[K+].[CH2:19]([O:26][C:27]([NH:29][CH2:30][CH2:31]OS(C)(=O)=O)=[O:28])[C:20]1[CH:25]=[CH:24][CH:23]=[CH:22][CH:21]=1. Product: [CH2:19]([O:26][C:27](=[O:28])[NH:29][CH2:30][CH2:31][O:12][C:9]1[CH:10]=[CH:11][C:6]([C:3]2[CH:4]=[CH:5][NH:1][N:2]=2)=[CH:7][CH:8]=1)[C:20]1[CH:25]=[CH:24][CH:23]=[CH:22][CH:21]=1. The catalyst class is: 16. (5) Reactant: [F:1][C:2]1[CH:3]=[C:4]([NH:9][C:10]2[C:11]([NH2:16])=[N:12][CH:13]=[CH:14][CH:15]=2)[CH:5]=[C:6]([F:8])[CH:7]=1.[NH:17]([C:23]([O:25][C:26]([CH3:29])([CH3:28])[CH3:27])=[O:24])[C@H:18]([C:20](O)=[O:21])[CH3:19].CN(C(ON1N=NC2C=CC=NC1=2)=[N+](C)C)C.F[P-](F)(F)(F)(F)F.CCN(C(C)C)C(C)C. Product: [C:26]([O:25][C:23](=[O:24])[NH:17][CH:18]([C:20](=[O:21])[NH:16][C:11]1[C:10]([NH:9][C:4]2[CH:5]=[C:6]([F:8])[CH:7]=[C:2]([F:1])[CH:3]=2)=[CH:15][CH:14]=[CH:13][N:12]=1)[CH3:19])([CH3:27])([CH3:28])[CH3:29]. The catalyst class is: 606. (6) Reactant: C(O)(C(F)(F)F)=O.[NH2:8][C:9](=[O:48])[CH2:10][C:11]1[CH:47]=[CH:46][CH:45]=[CH:44][C:12]=1[CH2:13][CH2:14][C:15]1[C:20]([C:21]([F:24])([F:23])[F:22])=[CH:19][N:18]=[C:17]([NH:25][C:26]2[CH:27]=[N:28][N:29]([CH:31]3[CH2:36][CH2:35][N:34](C(OC(C)(C)C)=O)[CH2:33][CH2:32]3)[CH:30]=2)[N:16]=1. Product: [NH:34]1[CH2:33][CH2:32][CH:31]([N:29]2[CH:30]=[C:26]([NH:25][C:17]3[N:16]=[C:15]([CH2:14][CH2:13][C:12]4[CH:44]=[CH:45][CH:46]=[CH:47][C:11]=4[CH2:10][C:9]([NH2:8])=[O:48])[C:20]([C:21]([F:22])([F:24])[F:23])=[CH:19][N:18]=3)[CH:27]=[N:28]2)[CH2:36][CH2:35]1. The catalyst class is: 2.